From a dataset of TCR-epitope binding with 47,182 pairs between 192 epitopes and 23,139 TCRs. Binary Classification. Given a T-cell receptor sequence (or CDR3 region) and an epitope sequence, predict whether binding occurs between them. The epitope is RQLLFVVEV. The TCR CDR3 sequence is CASSQAERPDPQYF. Result: 1 (the TCR binds to the epitope).